The task is: Predict which catalyst facilitates the given reaction.. This data is from Catalyst prediction with 721,799 reactions and 888 catalyst types from USPTO. (1) Reactant: [CH2:1]([C:3]1[N:13]([C:14]2[CH:19]=[CH:18][C:17]([CH2:20][CH2:21][NH:22][C:23]([NH:25][S:26]([C:29]3[CH:34]=[CH:33][C:32]([CH3:35])=[CH:31][CH:30]=3)(=[O:28])=[O:27])=[O:24])=[CH:16][CH:15]=2)[C:6]2=[N:7][C:8]([CH3:12])=[CH:9][C:10]([CH3:11])=[C:5]2[N:4]=1)[CH3:2].[CH:36]([N-]C(C)C)(C)C.[Li+].P([O-])([O-])([O-])=O. Product: [CH2:1]([C:3]1[N:13]([C:14]2[CH:15]=[CH:16][C:17]([CH2:20][CH2:21][NH:22][C:23]([N:25]([CH3:36])[S:26]([C:29]3[CH:34]=[CH:33][C:32]([CH3:35])=[CH:31][CH:30]=3)(=[O:28])=[O:27])=[O:24])=[CH:18][CH:19]=2)[C:6]2=[N:7][C:8]([CH3:12])=[CH:9][C:10]([CH3:11])=[C:5]2[N:4]=1)[CH3:2]. The catalyst class is: 1. (2) Reactant: C([O:3][C:4](=O)[CH2:5][C:6]([NH:8][C:9]1[NH:13][N:12]=[C:11]([C:14]([O:16][CH2:17][CH3:18])=[O:15])[CH:10]=1)=[O:7])C. Product: [OH:7][C:6]1[CH:5]=[C:4]([OH:3])[N:13]2[N:12]=[C:11]([C:14]([O:16][CH2:17][CH3:18])=[O:15])[CH:10]=[C:9]2[N:8]=1. The catalyst class is: 40. (3) Reactant: [Cl:1][C:2]1[N:3]=[C:4](Cl)[C:5]2[C:10]([F:11])=[CH:9][NH:8][C:6]=2[N:7]=1.[CH:13]1([NH2:17])[CH2:16][CH2:15][CH2:14]1.C(Cl)Cl.O. Product: [Cl:1][C:2]1[N:3]=[C:4]([NH:17][CH:13]2[CH2:16][CH2:15][CH2:14]2)[C:5]2[C:10]([F:11])=[CH:9][NH:8][C:6]=2[N:7]=1. The catalyst class is: 51. (4) Reactant: Cl[C:2]1[N:7]=[CH:6][C:5]([C:8]([O:10][CH3:11])=[O:9])=[CH:4][C:3]=1[C:12]#[N:13].[CH2:14]([NH2:17])[CH2:15][CH3:16].C(N(CC)CC)C. Product: [C:12]([C:3]1[CH:4]=[C:5]([C:8]([O:10][CH3:11])=[O:9])[CH:6]=[N:7][C:2]=1[NH:17][CH2:14][CH2:15][CH3:16])#[N:13]. The catalyst class is: 5. (5) Reactant: [F:1][C:2]1([F:14])[CH2:5][N:4]([C:6]2[N:11]=[C:10]([CH3:12])[C:9]([NH2:13])=[CH:8][CH:7]=2)[CH2:3]1.N1C=CC=CC=1.Cl[C:22]([O:24][C:25]1[CH:30]=[CH:29][CH:28]=[CH:27][CH:26]=1)=[O:23].C(=O)(O)[O-].[Na+]. Product: [F:14][C:2]1([F:1])[CH2:5][N:4]([C:6]2[N:11]=[C:10]([CH3:12])[C:9]([NH:13][C:22](=[O:23])[O:24][C:25]3[CH:30]=[CH:29][CH:28]=[CH:27][CH:26]=3)=[CH:8][CH:7]=2)[CH2:3]1. The catalyst class is: 1.